From a dataset of Forward reaction prediction with 1.9M reactions from USPTO patents (1976-2016). Predict the product of the given reaction. (1) Given the reactants [Cl:1][C:2]1[CH:29]=[CH:28][CH:27]=[CH:26][C:3]=1[C:4]([NH:6][C@H:7]1[C:15]2[C:10](=[CH:11][CH:12]=[C:13]([C:16]([N:18]([CH3:25])[CH:19]3[CH2:24][CH2:23][NH:22][CH2:21][CH2:20]3)=[O:17])[CH:14]=2)[CH2:9][CH2:8]1)=[O:5].Cl[C:31]1[S:35][N:34]=[C:33]([CH3:36])[N:32]=1.C([O-])([O-])=O.[Cs+].[Cs+], predict the reaction product. The product is: [Cl:1][C:2]1[CH:29]=[CH:28][CH:27]=[CH:26][C:3]=1[C:4]([NH:6][C@H:7]1[C:15]2[C:10](=[CH:11][CH:12]=[C:13]([C:16]([N:18]([CH3:25])[CH:19]3[CH2:20][CH2:21][N:22]([C:31]4[S:35][N:34]=[C:33]([CH3:36])[N:32]=4)[CH2:23][CH2:24]3)=[O:17])[CH:14]=2)[CH2:9][CH2:8]1)=[O:5]. (2) Given the reactants [Cl:1][C:2]1[N:7]=[C:6]([NH:8][C:9]2[CH:14]=[CH:13][C:12]([C:15]([NH:18]S(C(C)(C)C)=O)([CH3:17])[CH3:16])=[CH:11][CH:10]=2)[C:5]([N+:25]([O-:27])=[O:26])=[CH:4][CH:3]=1.Cl.CCCCCC, predict the reaction product. The product is: [ClH:1].[NH2:18][C:15]([C:12]1[CH:11]=[CH:10][C:9]([NH:8][C:6]2[C:5]([N+:25]([O-:27])=[O:26])=[CH:4][CH:3]=[C:2]([Cl:1])[N:7]=2)=[CH:14][CH:13]=1)([CH3:17])[CH3:16]. (3) Given the reactants [Cl:1][C:2]1[CH:7]=[CH:6][CH:5]=[CH:4][C:3]=1[C:8]1[CH:17]=[C:11]2[N:12]=[CH:13][NH:14][C:15](=[O:16])[N:10]2[N:9]=1.[I:18]N1C(=O)CCC1=O.O.[O-]S(S([O-])=O)=O.[Na+].[Na+], predict the reaction product. The product is: [Cl:1][C:2]1[CH:7]=[CH:6][CH:5]=[CH:4][C:3]=1[C:8]1[C:17]([I:18])=[C:11]2[N:12]=[CH:13][NH:14][C:15](=[O:16])[N:10]2[N:9]=1. (4) The product is: [CH2:34]([S:9]([C:7]1[CH:8]=[C:3]([C:1]#[N:2])[CH:4]=[CH:5][C:6]=1[C@@H:12]1[C:17]([C:18]#[N:19])=[C:16]([CH3:20])[N:15]([C:21]2[CH:26]=[CH:25][CH:24]=[C:23]([C:27]([F:29])([F:30])[F:28])[CH:22]=2)[C:14](=[O:31])[N:13]1[CH3:32])(=[O:11])=[O:10])[C:35]1[CH:40]=[CH:39][CH:38]=[CH:37][CH:36]=1. Given the reactants [C:1]([C:3]1[CH:4]=[CH:5][C:6]([C@@H:12]2[C:17]([C:18]#[N:19])=[C:16]([CH3:20])[N:15]([C:21]3[CH:26]=[CH:25][CH:24]=[C:23]([C:27]([F:30])([F:29])[F:28])[CH:22]=3)[C:14](=[O:31])[N:13]2[CH3:32])=[C:7]([S:9]([O-:11])=[O:10])[CH:8]=1)#[N:2].[Na+].[CH2:34](Br)[C:35]1[CH:40]=[CH:39][CH:38]=[CH:37][CH:36]=1.[I-].[K+], predict the reaction product.